This data is from Retrosynthesis with 50K atom-mapped reactions and 10 reaction types from USPTO. The task is: Predict the reactants needed to synthesize the given product. (1) Given the product Nc1cc(Cl)c(OC(F)(F)C(F)(F)F)cc1Cl, predict the reactants needed to synthesize it. The reactants are: O=[N+]([O-])c1cc(Cl)c(OC(F)(F)C(F)(F)F)cc1Cl. (2) Given the product C[C@H]1CN(c2nc3c(N4CCOCC4)nc(-c4cnc(N)nc4)nc3n2CC2CC2)CCN1C(=O)[C@@H](C)O, predict the reactants needed to synthesize it. The reactants are: C[C@@H](O)C(=O)O.C[C@H]1CN(c2nc3c(N4CCOCC4)nc(-c4cnc(N)nc4)nc3n2CC2CC2)CCN1. (3) Given the product COC(=O)[C@@H]1CCCN1C(=O)[C@H](NC(=O)OC(C)C)c1ccccc1, predict the reactants needed to synthesize it. The reactants are: CC(C)OC(=O)N[C@@H](C(=O)O)c1ccccc1.COC(=O)[C@@H]1CCCN1. (4) Given the product Cn1c2c(c3cc(C(=O)N4CCC(NC(=O)OC(C)(C)C)CC4)ccc31)CC(C1CCOCC1)CC2, predict the reactants needed to synthesize it. The reactants are: CC(C)(C)OC(=O)NC1CCNCC1.Cn1c2c(c3cc(C(=O)O)ccc31)CC(C1CCOCC1)CC2. (5) Given the product COc1cc(F)c(C#N)c(OCC(F)(F)F)c1, predict the reactants needed to synthesize it. The reactants are: COc1cc(F)c(C#N)c(F)c1.OCC(F)(F)F.